From a dataset of NCI-60 drug combinations with 297,098 pairs across 59 cell lines. Regression. Given two drug SMILES strings and cell line genomic features, predict the synergy score measuring deviation from expected non-interaction effect. (1) Drug 1: C1CN1P(=S)(N2CC2)N3CC3. Drug 2: C1CCC(C(C1)N)N.C(=O)(C(=O)[O-])[O-].[Pt+4]. Cell line: COLO 205. Synergy scores: CSS=49.7, Synergy_ZIP=-2.14, Synergy_Bliss=-3.61, Synergy_Loewe=1.29, Synergy_HSA=3.04. (2) Drug 1: C1CCC(C1)C(CC#N)N2C=C(C=N2)C3=C4C=CNC4=NC=N3. Drug 2: COCCOC1=C(C=C2C(=C1)C(=NC=N2)NC3=CC=CC(=C3)C#C)OCCOC.Cl. Cell line: T-47D. Synergy scores: CSS=1.97, Synergy_ZIP=1.48, Synergy_Bliss=5.18, Synergy_Loewe=-1.78, Synergy_HSA=0.0622. (3) Drug 1: CN1C(=O)N2C=NC(=C2N=N1)C(=O)N. Drug 2: B(C(CC(C)C)NC(=O)C(CC1=CC=CC=C1)NC(=O)C2=NC=CN=C2)(O)O. Cell line: SF-295. Synergy scores: CSS=43.3, Synergy_ZIP=-1.21, Synergy_Bliss=-0.646, Synergy_Loewe=-38.5, Synergy_HSA=-0.610.